This data is from Forward reaction prediction with 1.9M reactions from USPTO patents (1976-2016). The task is: Predict the product of the given reaction. (1) Given the reactants Cl[C:2]1[N:7]=[C:6]([C:8]2[N:12]3[CH:13]=[CH:14][CH:15]=[CH:16][C:11]3=[N:10][C:9]=2[C:17]2[CH:18]=[CH:19][C:20]([O:34][CH3:35])=[C:21]([CH:33]=2)[C:22]([NH:24][C:25]2[C:30]([F:31])=[CH:29][CH:28]=[CH:27][C:26]=2[F:32])=[O:23])[CH:5]=[CH:4][N:3]=1.[CH2:36]([O:38][C:39]1[CH:45]=[C:44]([N:46]2[CH2:51][CH2:50][CH:49]([N:52]3[CH2:57][CH2:56][N:55]([S:58]([CH3:61])(=[O:60])=[O:59])[CH2:54][CH2:53]3)[CH2:48][CH2:47]2)[CH:43]=[CH:42][C:40]=1[NH2:41])[CH3:37].C1(C)C=CC(S(O)(=O)=O)=CC=1, predict the reaction product. The product is: [F:32][C:26]1[CH:27]=[CH:28][CH:29]=[C:30]([F:31])[C:25]=1[NH:24][C:22](=[O:23])[C:21]1[CH:33]=[C:17]([C:9]2[N:10]=[C:11]3[CH:16]=[CH:15][CH:14]=[CH:13][N:12]3[C:8]=2[C:6]2[CH:5]=[CH:4][N:3]=[C:2]([NH:41][C:40]3[CH:42]=[CH:43][C:44]([N:46]4[CH2:51][CH2:50][CH:49]([N:52]5[CH2:57][CH2:56][N:55]([S:58]([CH3:61])(=[O:60])=[O:59])[CH2:54][CH2:53]5)[CH2:48][CH2:47]4)=[CH:45][C:39]=3[O:38][CH2:36][CH3:37])[N:7]=2)[CH:18]=[CH:19][C:20]=1[O:34][CH3:35]. (2) Given the reactants [OH-].[Na+].C[O:4][C:5](=[O:27])[CH2:6][C:7]1[C:15]2[C:10](=[N:11][CH:12]=[CH:13][CH:14]=2)[N:9]([CH2:16][C:17]2[CH:22]=[CH:21][C:20]([N+:23]([O-])=O)=[CH:19][CH:18]=2)[C:8]=1[CH3:26], predict the reaction product. The product is: [NH2:23][C:20]1[CH:19]=[CH:18][C:17]([CH2:16][N:9]2[C:10]3=[N:11][CH:12]=[CH:13][CH:14]=[C:15]3[C:7]([CH2:6][C:5]([OH:27])=[O:4])=[C:8]2[CH3:26])=[CH:22][CH:21]=1. (3) Given the reactants C[O:2][C:3]1[C:8]2[C:9]([CH3:15])([CH3:14])[O:10][C:11]([CH3:13])=[N:12][C:7]=2[CH:6]=[CH:5][CH:4]=1.B(Br)(Br)Br, predict the reaction product. The product is: [CH3:13][C:11]1[O:10][C:9]([CH3:14])([CH3:15])[C:8]2=[C:3]([OH:2])[CH:4]=[CH:5][CH:6]=[C:7]2[N:12]=1. (4) Given the reactants [F:1][C:2]([F:37])([F:36])[C:3]1[CH:31]=[C:30]([C:32]([F:35])([F:34])[F:33])[CH:29]=[CH:28][C:4]=1[CH2:5][O:6][C:7]1[CH:12]=[CH:11][C:10]([CH:13]=[C:14]2[S:18][C:17]([N:19]3[CH2:24][CH2:23][NH:22][CH2:21][CH2:20]3)=[N:16][C:15]2=[O:25])=[CH:9][C:8]=1[O:26][CH3:27].CN(C=O)C.[O:43]([C:45]1[CH:50]=[CH:49][C:48]([N:51]=[C:52]=[S:53])=[CH:47][CH:46]=1)[CH3:44], predict the reaction product. The product is: [CH3:44][O:43][C:45]1[CH:50]=[CH:49][C:48]([NH:51][C:52]([N:22]2[CH2:21][CH2:20][N:19]([C:17]3[S:18][C:14](=[CH:13][C:10]4[CH:11]=[CH:12][C:7]([O:6][CH2:5][C:4]5[CH:28]=[CH:29][C:30]([C:32]([F:35])([F:33])[F:34])=[CH:31][C:3]=5[C:2]([F:36])([F:1])[F:37])=[C:8]([O:26][CH3:27])[CH:9]=4)[C:15](=[O:25])[N:16]=3)[CH2:24][CH2:23]2)=[S:53])=[CH:47][CH:46]=1. (5) Given the reactants Br[C:2]1[C:10]2[CH:9]([CH2:11][N+:12]([O-:14])=[O:13])[O:8][B:7]([OH:15])[C:6]=2[C:5]([O:16][CH2:17][CH3:18])=[CH:4][CH:3]=1.[CH3:19][Sn](C)(C)C, predict the reaction product. The product is: [CH2:17]([O:16][C:5]1[C:6]2[B:7]([OH:15])[O:8][CH:9]([CH2:11][N+:12]([O-:14])=[O:13])[C:10]=2[C:2]([CH3:19])=[CH:3][CH:4]=1)[CH3:18]. (6) Given the reactants [C@H:1]1([NH2:8])[CH2:6][CH2:5][C@H:4]([NH2:7])[CH2:3][CH2:2]1.Cl.[C:10]([O:14][C:15](O[C:15]([O:14][C:10]([CH3:13])([CH3:12])[CH3:11])=[O:16])=[O:16])([CH3:13])([CH3:12])[CH3:11], predict the reaction product. The product is: [C:10]([O:14][C:15]([NH:7][C@H:4]1[CH2:5][CH2:6][C@H:1]([NH2:8])[CH2:2][CH2:3]1)=[O:16])([CH3:13])([CH3:12])[CH3:11]. (7) Given the reactants Br[C:2]1[CH:7]=[CH:6][CH:5]=[C:4]([S:8]([CH3:11])(=[O:10])=[O:9])[CH:3]=1.[F:12][C:13]([F:35])([F:34])[C:14]1[N:18]([C:19]2[CH:24]=[CH:23][C:22]([OH:25])=[CH:21][CH:20]=2)[C:17]2[CH:26]=[CH:27][CH:28]=[C:29]([C:30]([F:33])([F:32])[F:31])[C:16]=2[N:15]=1, predict the reaction product. The product is: [CH3:11][S:8]([C:4]1[CH:3]=[C:2]([CH:7]=[CH:6][CH:5]=1)[O:25][C:22]1[CH:21]=[CH:20][C:19]([N:18]2[C:17]3[CH:26]=[CH:27][CH:28]=[C:29]([C:30]([F:31])([F:32])[F:33])[C:16]=3[N:15]=[C:14]2[C:13]([F:35])([F:34])[F:12])=[CH:24][CH:23]=1)(=[O:10])=[O:9]. (8) Given the reactants [NH2:1][C:2]1[C:11]([C:12]#[N:13])=[C:10](Cl)[C:9]2[C:4](=[CH:5][CH:6]=[C:7]([N:15]3[CH2:20][CH2:19][O:18][CH2:17][CH2:16]3)[CH:8]=2)[N:3]=1.[CH2:21]([NH2:28])[C:22]1[CH:27]=[CH:26][CH:25]=[CH:24][CH:23]=1, predict the reaction product. The product is: [NH2:1][C:2]1[C:11]([C:12]#[N:13])=[C:10]([NH:28][CH2:21][C:22]2[CH:27]=[CH:26][CH:25]=[CH:24][CH:23]=2)[C:9]2[C:4](=[CH:5][CH:6]=[C:7]([N:15]3[CH2:20][CH2:19][O:18][CH2:17][CH2:16]3)[CH:8]=2)[N:3]=1. (9) Given the reactants [CH2:1]([NH:8][C:9]1[CH:10]=[C:11]([NH2:18])[CH:12]=[CH:13][C:14]=1[N+:15]([O-:17])=[O:16])[C:2]1[CH:7]=[CH:6][CH:5]=[CH:4][CH:3]=1.C(N(CC)CC)C.[CH3:26][C:27]([O:30][C:31](O[C:31]([O:30][C:27]([CH3:29])([CH3:28])[CH3:26])=[O:32])=[O:32])([CH3:29])[CH3:28].O, predict the reaction product. The product is: [C:27]([O:30][C:31](=[O:32])[NH:18][C:11]1[CH:12]=[CH:13][C:14]([N+:15]([O-:17])=[O:16])=[C:9]([NH:8][CH2:1][C:2]2[CH:3]=[CH:4][CH:5]=[CH:6][CH:7]=2)[CH:10]=1)([CH3:29])([CH3:28])[CH3:26].